From a dataset of Forward reaction prediction with 1.9M reactions from USPTO patents (1976-2016). Predict the product of the given reaction. Given the reactants [CH3:1][O:2][C:3]1[CH:8]=[CH:7][C:6]([N+:9]([O-:11])=[O:10])=[CH:5][C:4]=1[CH3:12].ClC1C=CC(O[CH2:19][C:20]#[N:21])=CC=1.CC(C)([O-])C.[K+].O, predict the reaction product. The product is: [CH3:1][O:2][C:3]1[C:4]([CH3:12])=[CH:5][C:6]([N+:9]([O-:11])=[O:10])=[C:7]([CH2:19][C:20]#[N:21])[CH:8]=1.